Dataset: Reaction yield outcomes from USPTO patents with 853,638 reactions. Task: Predict the reaction yield, written as a fraction of the theoretical maximum amount of product (1.0 means a 100% yield; for example, 0.34 means a 34% yield). (1) The reactants are [NH2:1][C:2]1[CH:10]=[CH:9][CH:8]=[C:7]([N+:11]([O-:13])=[O:12])[C:3]=1[C:4]([OH:6])=[O:5].[C:14](OC(=O)C)(=O)[CH3:15]. No catalyst specified. The product is [CH3:14][C:15]1[O:5][C:4](=[O:6])[C:3]2[C:7]([N+:11]([O-:13])=[O:12])=[CH:8][CH:9]=[CH:10][C:2]=2[N:1]=1. The yield is 0.850. (2) The reactants are FC(F)(F)C(O)=O.[Cl:8][C:9]1[CH:10]=[C:11]([CH:32]=[CH:33][C:34]=1[F:35])[NH:12][C:13]1[C:22]2[C:17](=[CH:18][C:19]([OH:31])=[CH:20][C:21]=2[O:23][CH:24]2[CH2:29][CH2:28][N:27]([CH3:30])[CH2:26][CH2:25]2)[N:16]=[CH:15][N:14]=1.[CH3:36][O:37][CH2:38][CH2:39]Br. No catalyst specified. The product is [Cl:8][C:9]1[CH:10]=[C:11]([CH:32]=[CH:33][C:34]=1[F:35])[NH:12][C:13]1[C:22]2[C:17](=[CH:18][C:19]([O:31][CH2:39][CH2:38][O:37][CH3:36])=[CH:20][C:21]=2[O:23][CH:24]2[CH2:25][CH2:26][N:27]([CH3:30])[CH2:28][CH2:29]2)[N:16]=[CH:15][N:14]=1. The yield is 0.530. (3) The reactants are [CH:1]([C:4]1[NH:5][C:6]2[C:11]([CH:12]=1)=[CH:10][C:9]([N+:13]([O-])=O)=[CH:8][CH:7]=2)([CH3:3])[CH3:2]. The product is [CH:1]([C:4]1[NH:5][C:6]2[C:11]([CH:12]=1)=[CH:10][C:9]([NH2:13])=[CH:8][CH:7]=2)([CH3:3])[CH3:2]. The catalyst is [Ni].CO. The yield is 0.410. (4) The reactants are C([S:4][CH2:5][C:6]1[N:7]=[C:8]([C:12]2[CH:21]=[CH:20][C:15]([C:16]([O:18][CH3:19])=[O:17])=[CH:14][CH:13]=2)[O:9][C:10]=1[CH3:11])(=O)C.C(=O)([O-])[O-].[K+].[K+].O. The catalyst is CO. The product is [CH3:11][C:10]1[O:9][C:8]([C:12]2[CH:13]=[CH:14][C:15]([C:16]([O:18][CH3:19])=[O:17])=[CH:20][CH:21]=2)=[N:7][C:6]=1[CH2:5][SH:4]. The yield is 0.930.